Dataset: Full USPTO retrosynthesis dataset with 1.9M reactions from patents (1976-2016). Task: Predict the reactants needed to synthesize the given product. (1) Given the product [Br:16][C:4]1[CH:5]=[C:6]2[C:11](=[CH:12][C:3]=1[O:2][CH3:1])[O:10][C:9]([CH3:13])([CH3:14])[CH2:8][C:7]2=[O:15], predict the reactants needed to synthesize it. The reactants are: [CH3:1][O:2][C:3]1[CH:12]=[C:11]2[C:6]([C:7](=[O:15])[CH2:8][C:9]([CH3:14])([CH3:13])[O:10]2)=[CH:5][CH:4]=1.[Br:16]N1C(=O)CCC1=O. (2) Given the product [O:24]=[S:16]1(=[O:25])[C:17]2[CH:23]=[CH:22][CH:21]=[CH:20][C:18]=2[CH2:19][N:13]([C:4]2[CH:3]=[C:2]([NH:32][C:28]3[CH:29]=[CH:30][CH:31]=[C:26]([NH2:33])[CH:27]=3)[C:11]3[C:6](=[CH:7][CH:8]=[C:9]([CH3:12])[CH:10]=3)[N:5]=2)[CH2:14][CH2:15]1, predict the reactants needed to synthesize it. The reactants are: Cl[C:2]1[C:11]2[C:6](=[CH:7][CH:8]=[C:9]([CH3:12])[CH:10]=2)[N:5]=[C:4]([N:13]2[CH2:19][C:18]3[CH:20]=[CH:21][CH:22]=[CH:23][C:17]=3[S:16](=[O:25])(=[O:24])[CH2:15][CH2:14]2)[CH:3]=1.[C:26]1([NH2:33])[CH:31]=[CH:30][CH:29]=[C:28]([NH2:32])[CH:27]=1.C1(P(C2C=CC=CC=2)C2C=CC3C(=CC=CC=3)C=2C2C3C(=CC=CC=3)C=CC=2P(C2C=CC=CC=2)C2C=CC=CC=2)C=CC=CC=1.P([O-])([O-])([O-])=O.[K+].[K+].[K+]. (3) Given the product [OH:15][C@@H:12]1[CH2:13][CH2:14][N:10]([C:6]2[C:5]3[N:4]([N:3]=[C:2]([NH:1][C:35]4[CH:43]=[C:42]5[C:38]([C:39]([CH3:46])([CH3:45])[C:40](=[O:44])[NH:41]5)=[CH:37][CH:36]=4)[N:16]=3)[CH:9]=[CH:8][N:7]=2)[CH2:11]1, predict the reactants needed to synthesize it. The reactants are: [NH2:1][C:2]1[N:16]=[C:5]2[C:6]([N:10]3[CH2:14][CH2:13][C@@H:12]([OH:15])[CH2:11]3)=[N:7][CH:8]=[CH:9][N:4]2[N:3]=1.ClC1C2N(N=C(N)N=2)C=CN=1.N1CC[C@@H](O)C1.Cl[C:35]1[CH:43]=[C:42]2[C:38]([C:39]([CH3:46])([CH3:45])[C:40](=[O:44])[NH:41]2)=[CH:37][CH:36]=1. (4) Given the product [NH3:7].[CH3:11][OH:12].[CH3:21][C:20]1[CH:19]=[C:18]([CH3:22])[NH:17][C:16](=[O:23])[C:15]=1[CH2:14][NH:13][C:11]([C:9]1[CH:10]=[CH:2][CH:3]=[C:4]2[C:8]=1[N:7]([CH3:24])[CH:6]=[C:5]2[CH:25]([CH3:27])[CH3:26])=[O:12], predict the reactants needed to synthesize it. The reactants are: Br[C:2]1[CH:3]=[C:4]2[C:8](=[C:9]([C:11]([NH:13][CH2:14][C:15]3[C:16](=[O:23])[NH:17][C:18]([CH3:22])=[CH:19][C:20]=3[CH3:21])=[O:12])[CH:10]=1)[N:7]([CH3:24])[CH:6]=[C:5]2[CH:25]([CH3:27])[CH3:26].C(N(CC)CC)C.N#N. (5) The reactants are: [F:1][C:2]1[CH:7]=[CH:6][C:5]([C:8]2[C:13]([N:14]3[CH2:19][CH2:18][CH:17]([C:20]([OH:22])=O)[CH2:16][CH2:15]3)=[CH:12][N:11]=[CH:10][N:9]=2)=[CH:4][CH:3]=1.Cl.[O:24]1[CH2:28][CH2:27][C@H:26]([NH2:29])[CH2:25]1.CN(C(ON1N=NC2C=CC=NC1=2)=[N+](C)C)C.F[P-](F)(F)(F)(F)F.CCN(C(C)C)C(C)C. Given the product [F:1][C:2]1[CH:3]=[CH:4][C:5]([C:8]2[C:13]([N:14]3[CH2:19][CH2:18][CH:17]([C:20]([NH:29][C@H:26]4[CH2:27][CH2:28][O:24][CH2:25]4)=[O:22])[CH2:16][CH2:15]3)=[CH:12][N:11]=[CH:10][N:9]=2)=[CH:6][CH:7]=1, predict the reactants needed to synthesize it.